From a dataset of Forward reaction prediction with 1.9M reactions from USPTO patents (1976-2016). Predict the product of the given reaction. (1) Given the reactants [CH3:1][O:2][C:3](=[O:28])[C:4]1[CH:9]=[C:8]([O:10][CH3:11])[C:7]([CH3:12])=[C:6]([O:13][CH3:14])[C:5]=1[O:15][C:16]1[CH:21]=[C:20]([O:22][CH3:23])[CH:19]=[C:18]([CH3:24])[C:17]=1[C:25]([OH:27])=[O:26].[CH3:29][O:30]C(Cl)Cl.Cl, predict the reaction product. The product is: [CH3:1][O:2][C:3](=[O:28])[C:4]1[CH:9]=[C:8]([O:10][CH3:11])[C:7]([CH3:12])=[C:6]([O:13][CH3:14])[C:5]=1[O:15][C:16]1[C:21]([CH:29]=[O:30])=[C:20]([O:22][CH3:23])[CH:19]=[C:18]([CH3:24])[C:17]=1[C:25]([OH:27])=[O:26]. (2) Given the reactants [CH3:1][C:2]1[N:22]([CH2:23][O:24][CH2:25][CH2:26][Si:27]([CH3:30])([CH3:29])[CH3:28])[C:5]2=[N:6][CH:7]=[C:8]([C:10]3[CH:15]=[C:14]([O:16][CH3:17])[C:13]([O:18][CH3:19])=[C:12]([O:20][CH3:21])[CH:11]=3)[N:9]=[C:4]2[C:3]=1[C:31]([OH:33])=O.C1CN([P+](ON2N=[N:58][C:53]3[CH:54]=CC=C[C:52]2=3)(N2CCCC2)N2CCCC2)CC1.F[P-](F)(F)(F)(F)F.[CH2:67](N)CCC, predict the reaction product. The product is: [C:53]([NH:58][C:31]([C:3]1[C:4]2[C:5](=[N:6][CH:7]=[C:8]([C:10]3[CH:15]=[C:14]([O:16][CH3:17])[C:13]([O:18][CH3:19])=[C:12]([O:20][CH3:21])[CH:11]=3)[N:9]=2)[N:22]([CH2:23][O:24][CH2:25][CH2:26][Si:27]([CH3:28])([CH3:30])[CH3:29])[C:2]=1[CH3:1])=[O:33])([CH3:67])([CH3:54])[CH3:52].